From a dataset of Full USPTO retrosynthesis dataset with 1.9M reactions from patents (1976-2016). Predict the reactants needed to synthesize the given product. (1) The reactants are: [CH3:1][O:2][C:3]1[CH:4]=[C:5]([CH:9]=[CH:10][C:11]=1[C:12]1[CH:20]=[C:19]([C:21]([F:24])([F:23])[F:22])[CH:18]=[C:17]2[C:13]=1[CH:14]=[N:15][NH:16]2)[C:6]([OH:8])=O.C(Cl)CCl.C1C=CC2N(O)N=[N:35][C:33]=2C=1.CN.CCN(C(C)C)C(C)C. Given the product [CH3:1][O:2][C:3]1[CH:4]=[C:5]([CH:9]=[CH:10][C:11]=1[C:12]1[CH:20]=[C:19]([C:21]([F:23])([F:24])[F:22])[CH:18]=[C:17]2[C:13]=1[CH:14]=[N:15][NH:16]2)[C:6]([NH:35][CH3:33])=[O:8], predict the reactants needed to synthesize it. (2) Given the product [OH:1][C:2]1([CH2:12][NH:13][C:14]([C:16]2[C:17]3[CH:18]=[CH:19][C:20]([N:41]4[CH2:42][CH2:43][CH:39]([N:38]([CH3:44])[CH3:37])[CH2:40]4)=[N:21][C:22]=3[CH:23]=[CH:24][C:25]=2[Cl:26])=[O:15])[CH2:7][CH2:6][CH2:5][CH:4]([C:8]([F:9])([F:10])[F:11])[CH2:3]1, predict the reactants needed to synthesize it. The reactants are: [OH:1][C:2]1([CH2:12][NH:13][C:14]([C:16]2[C:17]3[CH:18]=[CH:19][C:20](Cl)=[N:21][C:22]=3[CH:23]=[CH:24][C:25]=2[Cl:26])=[O:15])[CH2:7][CH2:6][CH2:5][CH:4]([C:8]([F:11])([F:10])[F:9])[CH2:3]1.CCN(C(C)C)C(C)C.[CH3:37][N:38]([CH3:44])[CH:39]1[CH2:43][CH2:42][NH:41][CH2:40]1. (3) Given the product [Cl:1][C:2]1[CH:7]=[CH:6][C:5]([C:8]2[N:12]([CH:13]3[CH2:15][CH2:14]3)[C:11](=[O:16])[N:10]([CH2:17][C:18]3[NH:29][C:28]([C:27]4[CH:31]=[CH:32][CH:33]=[C:25]([C:24]([F:23])([F:34])[F:35])[CH:26]=4)=[N:21][N:20]=3)[N:9]=2)=[CH:4][CH:3]=1, predict the reactants needed to synthesize it. The reactants are: [Cl:1][C:2]1[CH:7]=[CH:6][C:5]([C:8]2[N:12]([CH:13]3[CH2:15][CH2:14]3)[C:11](=[O:16])[N:10]([CH2:17][C:18]([NH:20][NH2:21])=O)[N:9]=2)=[CH:4][CH:3]=1.Cl.[F:23][C:24]([F:35])([F:34])[C:25]1[CH:26]=[C:27]([CH:31]=[CH:32][CH:33]=1)[C:28](N)=[NH:29]. (4) Given the product [Cl:1][C:2]1[CH:3]=[C:4]([O:9][C:10]2[CH:16]=[CH:15][C:13]([NH:14][C:18]([NH:38][C@@H:39]([C:41]([OH:43])=[O:42])[CH3:40])=[O:20])=[CH:12][CH:11]=2)[CH:5]=[CH:6][C:7]=1[F:8], predict the reactants needed to synthesize it. The reactants are: [Cl:1][C:2]1[CH:3]=[C:4]([O:9][C:10]2[CH:16]=[CH:15][C:13]([NH2:14])=[CH:12][CH:11]=2)[CH:5]=[CH:6][C:7]=1[F:8].Cl[C:18](Cl)([O:20]C(=O)OC(Cl)(Cl)Cl)Cl.CCN(C(C)C)C(C)C.[NH2:38][C@@H:39]([C:41]([OH:43])=[O:42])[CH3:40].